This data is from Catalyst prediction with 721,799 reactions and 888 catalyst types from USPTO. The task is: Predict which catalyst facilitates the given reaction. (1) Reactant: C([O:4][CH2:5][CH2:6][CH2:7][S:8]([NH:11][C:12]([C:14]1[CH:19]=[CH:18][C:17]([C:20]2[CH:25]=[CH:24][C:23]([NH:26][CH2:27][CH2:28][N:29](C(OC(C)(C)C)=O)[CH2:30][C@@H:31]([C:33]3[CH:38]=[CH:37][CH:36]=[C:35]([Cl:39])[CH:34]=3)[OH:32])=[CH:22][CH:21]=2)=[CH:16][C:15]=1[O:47][CH2:48][CH:49]([CH3:51])[CH3:50])=[O:13])(=[O:10])=[O:9])(=O)C.[OH-].[Na+]. Product: [ClH:39].[ClH:39].[Cl:39][C:35]1[CH:34]=[C:33]([C@@H:31]([OH:32])[CH2:30][NH:29][CH2:28][CH2:27][NH:26][C:23]2[CH:22]=[CH:21][C:20]([C:17]3[CH:18]=[CH:19][C:14]([C:12]([NH:11][S:8]([CH2:7][CH2:6][CH2:5][OH:4])(=[O:10])=[O:9])=[O:13])=[C:15]([O:47][CH2:48][CH:49]([CH3:50])[CH3:51])[CH:16]=3)=[CH:25][CH:24]=2)[CH:38]=[CH:37][CH:36]=1. The catalyst class is: 111. (2) Reactant: [CH3:1][C:2]1[CH:15]=[C:14]([N+:16]([O-:18])=[O:17])[CH:13]=[CH:12][C:3]=1[O:4][C:5]1[CH:10]=[CH:9][N:8]=[C:7]([NH2:11])[CH:6]=1.[CH3:19][O:20][CH2:21][C:22](Cl)=[O:23].CCN(C(C)C)C(C)C. Product: [CH3:19][O:20][CH2:21][C:22]([NH:11][C:7]1[CH:6]=[C:5]([O:4][C:3]2[CH:12]=[CH:13][C:14]([N+:16]([O-:18])=[O:17])=[CH:15][C:2]=2[CH3:1])[CH:10]=[CH:9][N:8]=1)=[O:23]. The catalyst class is: 1.